From a dataset of Reaction yield outcomes from USPTO patents with 853,638 reactions. Predict the reaction yield, written as a fraction of the theoretical maximum amount of product (1.0 means a 100% yield; for example, 0.34 means a 34% yield). (1) The reactants are [CH3:1][O:2][C:3]1[CH:4]=[C:5]2[C:10](=[CH:11][CH:12]=1)[NH:9][C:8](=[O:13])[CH:7]=[CH:6]2.[H-].[Na+].Br[CH2:17][CH2:18][CH2:19]Cl.C([O-])([O-])=O.[K+].[K+].[CH2:27]([CH:31]1[CH2:36][CH2:35][NH:34][CH2:33][CH2:32]1)[CH2:28][CH2:29][CH3:30]. The catalyst is CCOCC.CC#N.CCOC(C)=O. The product is [CH2:27]([CH:31]1[CH2:36][CH2:35][N:34]([CH2:17][CH2:18][CH2:19][N:9]2[C:10]3[C:5](=[CH:4][C:3]([O:2][CH3:1])=[CH:12][CH:11]=3)[CH:6]=[CH:7][C:8]2=[O:13])[CH2:33][CH2:32]1)[CH2:28][CH2:29][CH3:30]. The yield is 0.440. (2) The reactants are C1(C(=[N:14][C:15]2[CH:20]=[CH:19][C:18]3[C:21]4([CH2:36][O:37][C:17]=3[CH:16]=2)[C:29]2[C:24](=[CH:25][CH:26]=[CH:27][CH:28]=2)[N:23]([CH2:30][CH2:31][CH2:32][CH2:33][CH3:34])[C:22]4=[O:35])C2C=CC=CC=2)C=CC=CC=1.Cl. The catalyst is O1CCCC1.C(=O)(O)[O-].[Na+]. The product is [NH2:14][C:15]1[CH:20]=[CH:19][C:18]2[C:21]3([CH2:36][O:37][C:17]=2[CH:16]=1)[C:29]1[C:24](=[CH:25][CH:26]=[CH:27][CH:28]=1)[N:23]([CH2:30][CH2:31][CH2:32][CH2:33][CH3:34])[C:22]3=[O:35]. The yield is 0.240. (3) The reactants are C[Si]([N-][Si](C)(C)C)(C)C.[Li+].[CH3:11][C:12]1[N:13]=[CH:14][C:15]([C:18](=[O:20])[CH3:19])=[N:16][CH:17]=1.[C:21](OCC)(=[O:27])[C:22]([O:24][CH2:25][CH3:26])=[O:23].O. The catalyst is O1CCCC1.C(OCC)C. The product is [CH2:25]([O:24][C:22](=[O:23])[C:21](=[O:27])[CH2:19][C:18]([C:15]1[CH:14]=[N:13][C:12]([CH3:11])=[CH:17][N:16]=1)=[O:20])[CH3:26]. The yield is 0.360. (4) The reactants are P(Br)(Br)([Br:3])=O.C[N:7]([CH:9]=O)[CH3:8].[F:11][C:12]1[CH:13]=[C:14]([O:22][CH3:23])[CH:15]=[C:16]2C=1N[C:18](=[O:21])[CH2:17]2. The catalyst is C(Cl)Cl. The product is [Br:3][C:9]1[NH:7][C:8]2[C:16]([C:17]=1[CH:18]=[O:21])=[CH:15][C:14]([O:22][CH3:23])=[CH:13][C:12]=2[F:11]. The yield is 0.740. (5) The reactants are [F:1][C:2]1[CH:7]=[CH:6][CH:5]=[CH:4][N:3]=1.C([N-]C(C)C)(C)C.[Li+].CN([CH:19]=[O:20])C.[NH4+].[Cl-]. The catalyst is C1COCC1.CCOC(C)=O. The product is [F:1][C:2]1[C:7]([CH:19]=[O:20])=[CH:6][CH:5]=[CH:4][N:3]=1. The yield is 0.150. (6) The reactants are [Br:1][C:2]1[CH:10]=[CH:9][C:5]([C:6](Cl)=O)=[CH:4][CH:3]=1.[NH2:11][C:12]1[CH:17]=[CH:16][CH:15]=[CH:14][C:13]=1[SH:18].C[Si](Cl)(C)C. The catalyst is CN(C=O)C. The product is [Br:1][C:2]1[CH:10]=[CH:9][C:5]([C:6]2[S:18][C:13]3[CH:14]=[CH:15][CH:16]=[CH:17][C:12]=3[N:11]=2)=[CH:4][CH:3]=1. The yield is 0.420.